Dataset: NCI-60 drug combinations with 297,098 pairs across 59 cell lines. Task: Regression. Given two drug SMILES strings and cell line genomic features, predict the synergy score measuring deviation from expected non-interaction effect. (1) Drug 1: CN(C)C1=NC(=NC(=N1)N(C)C)N(C)C. Synergy scores: CSS=-0.194, Synergy_ZIP=-2.42, Synergy_Bliss=-7.32, Synergy_Loewe=-5.30, Synergy_HSA=-5.57. Cell line: LOX IMVI. Drug 2: COCCOC1=C(C=C2C(=C1)C(=NC=N2)NC3=CC=CC(=C3)C#C)OCCOC.Cl. (2) Drug 2: CC1C(C(CC(O1)OC2CC(CC3=C2C(=C4C(=C3O)C(=O)C5=C(C4=O)C(=CC=C5)OC)O)(C(=O)CO)O)N)O.Cl. Cell line: OVCAR3. Synergy scores: CSS=7.93, Synergy_ZIP=-3.49, Synergy_Bliss=-5.14, Synergy_Loewe=-52.7, Synergy_HSA=-7.00. Drug 1: COC1=NC(=NC2=C1N=CN2C3C(C(C(O3)CO)O)O)N. (3) Drug 1: CCCCCOC(=O)NC1=NC(=O)N(C=C1F)C2C(C(C(O2)C)O)O. Drug 2: C1=CC=C(C=C1)NC(=O)CCCCCCC(=O)NO. Cell line: OVCAR-8. Synergy scores: CSS=37.2, Synergy_ZIP=-1.96, Synergy_Bliss=0.330, Synergy_Loewe=-49.2, Synergy_HSA=0.111. (4) Drug 1: CC1=C2C(C(=O)C3(C(CC4C(C3C(C(C2(C)C)(CC1OC(=O)C(C(C5=CC=CC=C5)NC(=O)OC(C)(C)C)O)O)OC(=O)C6=CC=CC=C6)(CO4)OC(=O)C)OC)C)OC. Drug 2: C1=CC=C(C=C1)NC(=O)CCCCCCC(=O)NO. Cell line: HS 578T. Synergy scores: CSS=59.3, Synergy_ZIP=5.26, Synergy_Bliss=4.68, Synergy_Loewe=-7.84, Synergy_HSA=6.27. (5) Drug 1: CC12CCC3C(C1CCC2=O)CC(=C)C4=CC(=O)C=CC34C. Drug 2: CCCCC(=O)OCC(=O)C1(CC(C2=C(C1)C(=C3C(=C2O)C(=O)C4=C(C3=O)C=CC=C4OC)O)OC5CC(C(C(O5)C)O)NC(=O)C(F)(F)F)O. Cell line: SK-OV-3. Synergy scores: CSS=6.21, Synergy_ZIP=2.17, Synergy_Bliss=0.798, Synergy_Loewe=1.81, Synergy_HSA=1.61. (6) Drug 1: C1CCC(CC1)NC(=O)N(CCCl)N=O. Drug 2: C1=CC(=CC=C1C#N)C(C2=CC=C(C=C2)C#N)N3C=NC=N3. Cell line: EKVX. Synergy scores: CSS=8.64, Synergy_ZIP=-3.32, Synergy_Bliss=-1.08, Synergy_Loewe=-1.40, Synergy_HSA=-0.942. (7) Drug 1: CC1=C(C(=CC=C1)Cl)NC(=O)C2=CN=C(S2)NC3=CC(=NC(=N3)C)N4CCN(CC4)CCO. Drug 2: C1C(C(OC1N2C=NC(=NC2=O)N)CO)O. Cell line: NCI-H460. Synergy scores: CSS=-2.56, Synergy_ZIP=-0.523, Synergy_Bliss=0.725, Synergy_Loewe=-6.15, Synergy_HSA=-3.01. (8) Drug 1: CC1=C(C=C(C=C1)C(=O)NC2=CC(=CC(=C2)C(F)(F)F)N3C=C(N=C3)C)NC4=NC=CC(=N4)C5=CN=CC=C5. Drug 2: B(C(CC(C)C)NC(=O)C(CC1=CC=CC=C1)NC(=O)C2=NC=CN=C2)(O)O. Cell line: HS 578T. Synergy scores: CSS=14.8, Synergy_ZIP=6.69, Synergy_Bliss=0.661, Synergy_Loewe=-40.7, Synergy_HSA=-3.29.